Dataset: NCI-60 drug combinations with 297,098 pairs across 59 cell lines. Task: Regression. Given two drug SMILES strings and cell line genomic features, predict the synergy score measuring deviation from expected non-interaction effect. Drug 1: C1CC(C1)(C(=O)O)C(=O)O.[NH2-].[NH2-].[Pt+2]. Drug 2: CC1=C(C(=O)C2=C(C1=O)N3CC4C(C3(C2COC(=O)N)OC)N4)N. Cell line: SR. Synergy scores: CSS=82.2, Synergy_ZIP=0.265, Synergy_Bliss=-0.0537, Synergy_Loewe=-0.790, Synergy_HSA=2.47.